From a dataset of NCI-60 drug combinations with 297,098 pairs across 59 cell lines. Regression. Given two drug SMILES strings and cell line genomic features, predict the synergy score measuring deviation from expected non-interaction effect. (1) Drug 1: CC1=CC=C(C=C1)C2=CC(=NN2C3=CC=C(C=C3)S(=O)(=O)N)C(F)(F)F. Drug 2: C1=CC=C(C(=C1)C(C2=CC=C(C=C2)Cl)C(Cl)Cl)Cl. Cell line: M14. Synergy scores: CSS=-9.22, Synergy_ZIP=3.47, Synergy_Bliss=0.916, Synergy_Loewe=-5.13, Synergy_HSA=-4.74. (2) Drug 1: CCC(=C(C1=CC=CC=C1)C2=CC=C(C=C2)OCCN(C)C)C3=CC=CC=C3.C(C(=O)O)C(CC(=O)O)(C(=O)O)O. Drug 2: CCCCC(=O)OCC(=O)C1(CC(C2=C(C1)C(=C3C(=C2O)C(=O)C4=C(C3=O)C=CC=C4OC)O)OC5CC(C(C(O5)C)O)NC(=O)C(F)(F)F)O. Cell line: NCI-H522. Synergy scores: CSS=44.7, Synergy_ZIP=3.55, Synergy_Bliss=4.01, Synergy_Loewe=-14.8, Synergy_HSA=4.20. (3) Drug 1: CC1=C(C=C(C=C1)NC2=NC=CC(=N2)N(C)C3=CC4=NN(C(=C4C=C3)C)C)S(=O)(=O)N.Cl. Drug 2: CC(C)CN1C=NC2=C1C3=CC=CC=C3N=C2N. Cell line: A549. Synergy scores: CSS=1.81, Synergy_ZIP=0.782, Synergy_Bliss=1.32, Synergy_Loewe=-0.0596, Synergy_HSA=-0.652. (4) Drug 1: C1=CC(=C2C(=C1NCCNCCO)C(=O)C3=C(C=CC(=C3C2=O)O)O)NCCNCCO. Drug 2: CC1=CC=C(C=C1)C2=CC(=NN2C3=CC=C(C=C3)S(=O)(=O)N)C(F)(F)F. Cell line: PC-3. Synergy scores: CSS=33.0, Synergy_ZIP=6.99, Synergy_Bliss=7.99, Synergy_Loewe=10.0, Synergy_HSA=11.2. (5) Drug 1: COC1=NC(=NC2=C1N=CN2C3C(C(C(O3)CO)O)O)N. Drug 2: CCC1=C2CN3C(=CC4=C(C3=O)COC(=O)C4(CC)O)C2=NC5=C1C=C(C=C5)O. Cell line: HL-60(TB). Synergy scores: CSS=11.1, Synergy_ZIP=11.2, Synergy_Bliss=10.9, Synergy_Loewe=-58.0, Synergy_HSA=-22.7. (6) Drug 1: C1CN(CCN1C(=O)CCBr)C(=O)CCBr. Drug 2: COCCOC1=C(C=C2C(=C1)C(=NC=N2)NC3=CC=CC(=C3)C#C)OCCOC.Cl. Cell line: OVCAR-5. Synergy scores: CSS=4.84, Synergy_ZIP=-7.44, Synergy_Bliss=-5.38, Synergy_Loewe=-4.23, Synergy_HSA=-2.76. (7) Drug 1: CN1CCC(CC1)COC2=C(C=C3C(=C2)N=CN=C3NC4=C(C=C(C=C4)Br)F)OC. Drug 2: C1C(C(OC1N2C=C(C(=O)NC2=O)F)CO)O. Cell line: U251. Synergy scores: CSS=47.0, Synergy_ZIP=-0.379, Synergy_Bliss=-1.59, Synergy_Loewe=-10.2, Synergy_HSA=0.0935. (8) Drug 1: COC1=C2C(=CC3=C1OC=C3)C=CC(=O)O2. Drug 2: COCCOC1=C(C=C2C(=C1)C(=NC=N2)NC3=CC=CC(=C3)C#C)OCCOC.Cl. Cell line: HS 578T. Synergy scores: CSS=-0.393, Synergy_ZIP=-0.100, Synergy_Bliss=-0.803, Synergy_Loewe=-0.291, Synergy_HSA=-1.85. (9) Drug 1: CC12CCC3C(C1CCC2O)C(CC4=C3C=CC(=C4)O)CCCCCCCCCS(=O)CCCC(C(F)(F)F)(F)F. Drug 2: CCCCCOC(=O)NC1=NC(=O)N(C=C1F)C2C(C(C(O2)C)O)O. Cell line: PC-3. Synergy scores: CSS=-1.30, Synergy_ZIP=0.723, Synergy_Bliss=0.215, Synergy_Loewe=-3.52, Synergy_HSA=-3.50. (10) Drug 1: CCC1=C2CN3C(=CC4=C(C3=O)COC(=O)C4(CC)O)C2=NC5=C1C=C(C=C5)O. Drug 2: CC(C)CN1C=NC2=C1C3=CC=CC=C3N=C2N. Cell line: COLO 205. Synergy scores: CSS=58.1, Synergy_ZIP=11.0, Synergy_Bliss=9.81, Synergy_Loewe=-24.4, Synergy_HSA=10.2.